From a dataset of Forward reaction prediction with 1.9M reactions from USPTO patents (1976-2016). Predict the product of the given reaction. (1) Given the reactants Cl[C:2]1[C:11]2[C:6](=[CH:7][C:8]([OH:30])=[C:9]([C:12]3[N:13]=[N:14][C:15]([N:18]([CH3:29])[CH:19]4[CH2:24][C:23]([CH3:26])([CH3:25])[NH:22][C:21]([CH3:28])([CH3:27])[CH2:20]4)=[CH:16][CH:17]=3)[CH:10]=2)[N:5]=[C:4]([CH3:31])[CH:3]=1.I[CH:33]1[CH2:36][O:35][CH2:34]1.OO.[O-]S([O-])(=S)=O.[Na+].[Na+], predict the reaction product. The product is: [CH3:31][C:4]1[CH:3]=[C:2]([CH:33]2[CH2:36][O:35][CH2:34]2)[C:11]2[C:6](=[CH:7][C:8]([OH:30])=[C:9]([C:12]3[N:13]=[N:14][C:15]([N:18]([CH3:29])[CH:19]4[CH2:20][C:21]([CH3:28])([CH3:27])[NH:22][C:23]([CH3:25])([CH3:26])[CH2:24]4)=[CH:16][CH:17]=3)[CH:10]=2)[N:5]=1. (2) Given the reactants [CH:1]1([CH:7]2[C:16]3[C:11](=[CH:12][CH:13]=[CH:14][CH:15]=3)[CH2:10][CH2:9][N:8]2[C:17](=[O:20])[CH2:18][NH2:19])[CH2:6][CH2:5][CH2:4][CH2:3][CH2:2]1.[C:21]1([CH:27]=O)[CH2:26][CH2:25][CH2:24][CH2:23][CH:22]=1, predict the reaction product. The product is: [C:21]1([CH2:27][NH:19][CH2:18][C:17]([N:8]2[CH2:9][CH2:10][C:11]3[C:16](=[CH:15][CH:14]=[CH:13][CH:12]=3)[CH:7]2[CH:1]2[CH2:2][CH2:3][CH2:4][CH2:5][CH2:6]2)=[O:20])[CH2:26][CH2:25][CH2:24][CH2:23][CH:22]=1. (3) Given the reactants [Cl:1][C:2]1[CH:3]=[CH:4][C:5]2[N:11]3[C:12]([CH3:16])=[C:13]([CH3:15])[N:14]=[C:10]3[C@@H:9]([CH2:17][CH2:18][C:19]#N)[O:8][C@H:7]([C:21]3[CH:26]=[CH:25][CH:24]=[C:23]([O:27][CH3:28])[C:22]=3[O:29][CH3:30])[C:6]=2[CH:31]=1.[OH-:32].[Na+].C[OH:35].Cl, predict the reaction product. The product is: [Cl:1][C:2]1[CH:3]=[CH:4][C:5]2[N:11]3[C:12]([CH3:16])=[C:13]([CH3:15])[N:14]=[C:10]3[C@@H:9]([CH2:17][CH2:18][C:19]([OH:35])=[O:32])[O:8][C@H:7]([C:21]3[CH:26]=[CH:25][CH:24]=[C:23]([O:27][CH3:28])[C:22]=3[O:29][CH3:30])[C:6]=2[CH:31]=1. (4) Given the reactants [NH3:1].CO.[N:4]1[CH:9]=[CH:8][CH:7]=[CH:6][C:5]=1[CH:10]=O.[N+:12]([CH:14]([C:25]1[CH:30]=[CH:29][C:28]([F:31])=[CH:27][CH:26]=1)S(C1C=CC(C)=CC=1)(=O)=O)#[C-:13], predict the reaction product. The product is: [F:31][C:28]1[CH:29]=[CH:30][C:25]([C:14]2[NH:12][CH:13]=[N:1][C:10]=2[C:5]2[CH:6]=[CH:7][CH:8]=[CH:9][N:4]=2)=[CH:26][CH:27]=1. (5) The product is: [O:13]1[CH2:14][CH2:15][CH2:16][CH2:17][CH:12]1[O:11][CH2:10][C:9]#[C:8][CH2:7][C@@H:2]([OH:1])[CH2:3][CH2:4][CH2:5][OH:6]. Given the reactants [OH:1][C@H:2]([CH2:7][C:8]#[C:9][CH2:10][O:11][CH:12]1[CH2:17][CH2:16][CH2:15][CH2:14][O:13]1)[CH2:3][CH2:4][CH:5]=[O:6].[BH4-].[Na+], predict the reaction product. (6) Given the reactants [Cl:1][C:2]1[N:11]=[C:10](Cl)[C:9]2[C:4](=[CH:5][CH:6]=[CH:7][CH:8]=2)[N:3]=1.[NH2:13][C:14]1C=CC=[CH:16][CH:15]=1.C(N(CC)CC)C.C(OC(=O)C)C, predict the reaction product. The product is: [Cl:1][C:2]1[N:11]=[C:10]([NH:13][CH2:14][CH2:15][CH3:16])[C:9]2[C:4](=[CH:5][CH:6]=[CH:7][CH:8]=2)[N:3]=1.